From a dataset of Peptide-MHC class I binding affinity with 185,985 pairs from IEDB/IMGT. Regression. Given a peptide amino acid sequence and an MHC pseudo amino acid sequence, predict their binding affinity value. This is MHC class I binding data. (1) The peptide sequence is VVVKDDPDHY. The MHC is HLA-A03:01 with pseudo-sequence HLA-A03:01. The binding affinity (normalized) is 0.0537. (2) The MHC is Mamu-A11 with pseudo-sequence Mamu-A11. The binding affinity (normalized) is 0.853. The peptide sequence is KEKGGLEGI. (3) The peptide sequence is NANAEEYHA. The MHC is HLA-A24:02 with pseudo-sequence HLA-A24:02. The binding affinity (normalized) is 0. (4) The peptide sequence is GVIAFLILA. The MHC is HLA-A02:01 with pseudo-sequence HLA-A02:01. The binding affinity (normalized) is 0. (5) The peptide sequence is RAWGRRLMI. The MHC is HLA-A02:01 with pseudo-sequence HLA-A02:01. The binding affinity (normalized) is 0.798. (6) The peptide sequence is FSDGTWRDEY. The MHC is HLA-A29:02 with pseudo-sequence HLA-A29:02. The binding affinity (normalized) is 0.216. (7) The binding affinity (normalized) is 0.0847. The peptide sequence is VAAKGAPAL. The MHC is HLA-B51:01 with pseudo-sequence HLA-B51:01. (8) The MHC is HLA-A01:01 with pseudo-sequence HLA-A01:01. The peptide sequence is ETIQVTISSY. The binding affinity (normalized) is 0.444. (9) The MHC is HLA-A66:01 with pseudo-sequence HLA-A66:01. The peptide sequence is HLRGFSKSI. The binding affinity (normalized) is 0. (10) The MHC is HLA-A68:02 with pseudo-sequence HLA-A68:02. The peptide sequence is ESITLATGPL. The binding affinity (normalized) is 0.573.